Predict the product of the given reaction. From a dataset of Forward reaction prediction with 1.9M reactions from USPTO patents (1976-2016). (1) Given the reactants [CH2:1]([O:3][C:4]1[CH:11]=[C:10]([O:12][CH2:13][CH3:14])[CH:9]=[C:8]([O:15][CH2:16][CH3:17])[C:5]=1[CH:6]=O)[CH3:2].[C:18]([NH:22][OH:23])([CH3:21])([CH3:20])[CH3:19], predict the reaction product. The product is: [CH2:1]([O:3][C:4]1[CH:11]=[C:10]([O:12][CH2:13][CH3:14])[CH:9]=[C:8]([O:15][CH2:16][CH3:17])[C:5]=1[CH:6]=[N+:22]([C:18]([CH3:21])([CH3:20])[CH3:19])[O-:23])[CH3:2]. (2) Given the reactants [C:1]([O:5][C:6]([N:8]1[CH2:13][CH2:12][N:11]([C:14]2[CH:15]=[N:16][C:17]([NH:20][C:21]3[N:26]=[C:25]([NH:27][CH:28]4[CH2:32][CH2:31][CH2:30][CH2:29]4)[C:24]([NH2:33])=[CH:23][N:22]=3)=[CH:18][CH:19]=2)[CH2:10][CH2:9]1)=[O:7])([CH3:4])([CH3:3])[CH3:2].C[O:35][C:36](=O)[C:37](=O)[CH2:38][CH3:39].C(=O)(O)[O-].[Na+], predict the reaction product. The product is: [C:1]([O:5][C:6]([N:8]1[CH2:13][CH2:12][N:11]([C:14]2[CH:15]=[N:16][C:17]([NH:20][C:21]3[N:22]=[CH:23][C:24]4[N:33]=[C:37]([CH2:38][CH3:39])[C:36](=[O:35])[N:27]([CH:28]5[CH2:32][CH2:31][CH2:30][CH2:29]5)[C:25]=4[N:26]=3)=[CH:18][CH:19]=2)[CH2:10][CH2:9]1)=[O:7])([CH3:4])([CH3:2])[CH3:3]. (3) Given the reactants C([O:4][C:5]1[C:10]([O:11][CH3:12])=[CH:9][C:8]([CH2:13][C:14]([OH:16])=[O:15])=[C:7]([Cl:17])[CH:6]=1)(=O)C.O=S(Cl)Cl.[CH3:22]O, predict the reaction product. The product is: [Cl:17][C:7]1[CH:6]=[C:5]([OH:4])[C:10]([O:11][CH3:12])=[CH:9][C:8]=1[CH2:13][C:14]([O:16][CH3:22])=[O:15]. (4) Given the reactants [Br:1][C:2]1[NH:3][C:4]2[C:9]([C:10]=1[CH:11]=[O:12])=[CH:8][C:7]([O:13][CH3:14])=[CH:6][CH:5]=2.[H-].[Na+].Br[CH2:18][CH2:19][Cl:20].[Na+].[Cl-], predict the reaction product. The product is: [Br:1][C:2]1[N:3]([CH2:18][CH2:19][Cl:20])[C:4]2[C:9]([C:10]=1[CH:11]=[O:12])=[CH:8][C:7]([O:13][CH3:14])=[CH:6][CH:5]=2. (5) The product is: [NH2:27][C:21]([CH3:26])([CH2:22][CH:23]([CH3:24])[CH3:25])[CH2:20][O:19][C:3]1[CH:4]=[CH:5][C:6]2[C:15]3[C:10](=[C:11]([CH3:16])[N:12]=[CH:13][CH:14]=3)[C:9](=[O:17])[N:8]([CH3:18])[C:7]=2[C:2]=1[F:1]. Given the reactants [F:1][C:2]1[C:7]2[N:8]([CH3:18])[C:9](=[O:17])[C:10]3[C:15]([C:6]=2[CH:5]=[CH:4][C:3]=1[O:19][CH2:20][C:21]([NH:27]C(=O)OC(C)(C)C)([CH3:26])[CH2:22][CH:23]([CH3:25])[CH3:24])=[CH:14][CH:13]=[N:12][C:11]=3[CH3:16].Cl.O1CCOCC1, predict the reaction product. (6) Given the reactants [C:1]([O:5][C:6]([N:8]1[CH2:13][CH2:12][C:11]([N:14]2[CH2:19][CH2:18][O:17][CH2:16][CH2:15]2)=[CH:10][CH2:9]1)=[O:7])([CH3:4])([CH3:3])[CH3:2].[CH3:20][N:21]=[C:22]=[S:23], predict the reaction product. The product is: [C:1]([O:5][C:6]([N:8]1[CH2:13][CH2:12][C:11]([N:14]2[CH2:19][CH2:18][O:17][CH2:16][CH2:15]2)=[C:10]([C:22](=[S:23])[NH:21][CH3:20])[CH2:9]1)=[O:7])([CH3:4])([CH3:2])[CH3:3].